Dataset: Forward reaction prediction with 1.9M reactions from USPTO patents (1976-2016). Task: Predict the product of the given reaction. (1) Given the reactants [Na].[CH3:2][SH:3].[Cl:4][C:5]1[CH:6]=[CH:7][C:8](F)=[C:9]([CH:12]=1)[C:10]#[N:11].O, predict the reaction product. The product is: [Cl:4][C:5]1[CH:6]=[CH:7][C:8]([S:3][CH3:2])=[C:9]([CH:12]=1)[C:10]#[N:11]. (2) Given the reactants C([O:3][C:4](=[O:20])[CH2:5][C:6]1[NH:7][C:8](=[O:19])[CH:9]=[C:10]([N:12]2[CH2:17][CH2:16][O:15][CH:14]([CH3:18])[CH2:13]2)[N:11]=1)C, predict the reaction product. The product is: [CH3:18][CH:14]1[O:15][CH2:16][CH2:17][N:12]([C:10]2[N:11]=[C:6]([CH2:5][C:4]([OH:20])=[O:3])[NH:7][C:8](=[O:19])[CH:9]=2)[CH2:13]1.